Dataset: Forward reaction prediction with 1.9M reactions from USPTO patents (1976-2016). Task: Predict the product of the given reaction. Given the reactants [CH3:1][O:2][C:3]1[CH:15]=[C:14]([O:16][CH3:17])[CH:13]=[CH:12][C:4]=1[CH2:5][NH:6][C:7]1[S:8][CH:9]=[N:10][N:11]=1.C[Si]([N-][Si](C)(C)C)(C)C.[Li+].[Cl:28][C:29]1[C:30]([F:40])=[CH:31][C:32]([F:39])=[C:33]([S:35](Cl)(=[O:37])=[O:36])[CH:34]=1.O, predict the reaction product. The product is: [Cl:28][C:29]1[C:30]([F:40])=[CH:31][C:32]([F:39])=[C:33]([S:35]([N:6]([CH2:5][C:4]2[CH:12]=[CH:13][C:14]([O:16][CH3:17])=[CH:15][C:3]=2[O:2][CH3:1])[C:7]2[S:8][CH:9]=[N:10][N:11]=2)(=[O:37])=[O:36])[CH:34]=1.